Dataset: Peptide-MHC class I binding affinity with 185,985 pairs from IEDB/IMGT. Task: Regression. Given a peptide amino acid sequence and an MHC pseudo amino acid sequence, predict their binding affinity value. This is MHC class I binding data. The peptide sequence is RNLLTALGM. The MHC is Mamu-A2601 with pseudo-sequence Mamu-A2601. The binding affinity (normalized) is 0.398.